Task: Predict the reaction yield, written as a fraction of the theoretical maximum amount of product (1.0 means a 100% yield; for example, 0.34 means a 34% yield).. Dataset: Reaction yield outcomes from USPTO patents with 853,638 reactions (1) The reactants are [N+:1]([C:4]1[CH:17]=[C:16]([C:18]2[S:19][CH:20]=[CH:21][CH:22]=2)[CH:15]=[CH:14][C:5]=1[O:6][Si:7]([C:10]([CH3:13])([CH3:12])[CH3:11])([CH3:9])[CH3:8])([O-])=O.CO. The catalyst is C(OCC)(=O)C.C(N(CC)CC)C. The product is [NH2:1][C:4]1[CH:17]=[C:16]([C:18]2[S:19][CH:20]=[CH:21][CH:22]=2)[CH:15]=[CH:14][C:5]=1[O:6][Si:7]([C:10]([CH3:13])([CH3:12])[CH3:11])([CH3:9])[CH3:8]. The yield is 0.410. (2) The reactants are [CH3:1][N:2]([CH3:17])[S:3]([N:6]1[C:10]2[CH2:11][CH2:12][CH2:13][CH2:14][C:9]=2[N:8]=[C:7]1[CH:15]=O)(=[O:5])=[O:4].[N:18]1[C:27]2[CH:26]([NH:28][CH2:29][CH2:30][CH2:31][CH2:32][N:33]3[C:41](=[O:42])[C:40]4[C:35](=[CH:36][CH:37]=[CH:38][CH:39]=4)[C:34]3=[O:43])[CH2:25][CH2:24][CH2:23][C:22]=2[CH:21]=[CH:20][CH:19]=1.C(O[BH-](OC(=O)C)OC(=O)C)(=O)C.[Na+].C([O-])(O)=O.[Na+]. The catalyst is C(Cl)Cl. The product is [CH3:1][N:2]([CH3:17])[S:3]([N:6]1[C:10]2[CH2:11][CH2:12][CH2:13][CH2:14][C:9]=2[N:8]=[C:7]1[CH2:15][N:28]([CH2:29][CH2:30][CH2:31][CH2:32][N:33]1[C:34](=[O:43])[C:35]2[C:40](=[CH:39][CH:38]=[CH:37][CH:36]=2)[C:41]1=[O:42])[CH:26]1[C:27]2[N:18]=[CH:19][CH:20]=[CH:21][C:22]=2[CH2:23][CH2:24][CH2:25]1)(=[O:5])=[O:4]. The yield is 0.520. (3) The reactants are [NH2:1][C:2]1[CH:3]=[C:4]([NH:8][C:9]2[C:10](=[O:17])[N:11]([CH3:16])[CH:12]=[C:13](Br)[N:14]=2)[CH:5]=[CH:6][CH:7]=1.[C:18]([O:21][CH2:22][C:23]1[C:24]([N:32]2[CH2:43][CH2:42][N:41]3[C:34](=[CH:35][C:36]4[CH2:37][C:38]([CH3:45])([CH3:44])[CH2:39][C:40]=43)[C:33]2=[O:46])=[N:25][CH:26]=[CH:27][C:28]=1B(O)O)(=[O:20])[CH3:19].C([O-])(=O)C.[K+].[O-]P([O-])([O-])=O.[K+].[K+].[K+]. The catalyst is O.C1C=CC(P(C2C=CC=CC=2)[C-]2C=CC=C2)=CC=1.C1C=CC(P(C2C=CC=CC=2)[C-]2C=CC=C2)=CC=1.Cl[Pd]Cl.[Fe+2].C(#N)C. The product is [C:18]([O:21][CH2:22][C:23]1[C:24]([N:32]2[CH2:43][CH2:42][N:41]3[C:34](=[CH:35][C:36]4[CH2:37][C:38]([CH3:45])([CH3:44])[CH2:39][C:40]=43)[C:33]2=[O:46])=[N:25][CH:26]=[CH:27][C:28]=1[C:13]1[N:14]=[C:9]([NH:8][C:4]2[CH:5]=[CH:6][CH:7]=[C:2]([NH2:1])[CH:3]=2)[C:10](=[O:17])[N:11]([CH3:16])[CH:12]=1)(=[O:20])[CH3:19]. The yield is 0.380. (4) The reactants are [C:1]([C:3]1[CH:10]=[CH:9][C:6]([CH2:7]Br)=[C:5]([F:11])[CH:4]=1)#[N:2].[CH3:12][NH2:13]. The catalyst is C1COCC1. The product is [F:11][C:5]1[CH:4]=[C:3]([CH:10]=[CH:9][C:6]=1[CH2:7][NH:13][CH3:12])[C:1]#[N:2]. The yield is 0.890. (5) The reactants are [OH-].[Na+].[Cl:3][C:4]1[CH:37]=[CH:36][CH:35]=[C:34]([Cl:38])[C:5]=1[C:6]([NH:8][C@H:9]([C:30]([O:32]C)=[O:31])[CH2:10][C:11]1[CH:16]=[CH:15][C:14]([N:17]2[CH2:20][CH:19]([CH2:21][C:22]3[CH:27]=[CH:26][CH:25]=[C:24]([NH:28][CH3:29])[N:23]=3)[CH2:18]2)=[CH:13][CH:12]=1)=[O:7]. The catalyst is CN(C=O)C. The product is [Cl:38][C:34]1[CH:35]=[CH:36][CH:37]=[C:4]([Cl:3])[C:5]=1[C:6]([NH:8][C@H:9]([C:30]([OH:32])=[O:31])[CH2:10][C:11]1[CH:12]=[CH:13][C:14]([N:17]2[CH2:18][CH:19]([CH2:21][C:22]3[CH:27]=[CH:26][CH:25]=[C:24]([NH:28][CH3:29])[N:23]=3)[CH2:20]2)=[CH:15][CH:16]=1)=[O:7]. The yield is 0.670. (6) The product is [Cl:1][C:2]1[N:7]=[C:6]([C:8]2[C:9]([C:10]3[CH:11]=[CH:12][C:13]([CH3:23])=[C:14]([NH:16][C:17](=[O:22])[C:18]([F:19])([F:20])[F:21])[CH:15]=3)=[N:25][N:26]3[CH:31]=[CH:30][CH:29]=[CH:28][C:27]=23)[CH:5]=[CH:4][N:3]=1. The catalyst is CN(C=O)C.O. The yield is 0.560. The reactants are [Cl:1][C:2]1[N:7]=[C:6]([C:8]#[C:9][C:10]2[CH:11]=[CH:12][C:13]([CH3:23])=[C:14]([NH:16][C:17](=[O:22])[C:18]([F:21])([F:20])[F:19])[CH:15]=2)[CH:5]=[CH:4][N:3]=1.[I-].[NH2:25][N+:26]1[CH:31]=[CH:30][CH:29]=[CH:28][CH:27]=1.C([O-])([O-])=O.[K+].[K+]. (7) The reactants are [C:1]1(=[O:11])[NH:6][CH2:5][CH2:4][N:3]2[CH2:7][CH2:8][CH2:9][CH:10]=[C:2]12.Br[C:13]1[CH:14]=[CH:15][C:16]([N+:19]([O-:21])=[O:20])=[N:17][CH:18]=1. No catalyst specified. The product is [N+:19]([C:16]1[N:17]=[CH:18][C:13]([N:6]2[CH2:5][CH2:4][N:3]3[CH2:7][CH2:8][CH2:9][CH2:10][CH:2]3[C:1]2=[O:11])=[CH:14][CH:15]=1)([O-:21])=[O:20]. The yield is 0.810.